Dataset: Forward reaction prediction with 1.9M reactions from USPTO patents (1976-2016). Task: Predict the product of the given reaction. (1) Given the reactants ClC1C(OC2C=NC(OCC(C)C)=C(Cl)C=2)=CC(F)=C(C=1)C(O)=O.[Cl:25][C:26]1[C:27]([O:36][C:37]2[CH:42]=[CH:41][C:40]([Cl:43])=[C:39]([C:44]([F:47])([F:46])[F:45])[CH:38]=2)=[CH:28][C:29]([F:35])=[C:30]([CH:34]=1)[C:31](O)=[O:32].C[N:49](C)[S:50]([NH2:53])(=[O:52])=[O:51].S(N)(N)(=O)=O, predict the reaction product. The product is: [Cl:25][C:26]1[C:27]([O:36][C:37]2[CH:42]=[CH:41][C:40]([Cl:43])=[C:39]([C:44]([F:47])([F:46])[F:45])[CH:38]=2)=[CH:28][C:29]([F:35])=[C:30]([CH:34]=1)[C:31]([NH:49][S:50](=[O:52])(=[O:51])[NH2:53])=[O:32]. (2) Given the reactants [CH:1]1([C@H:4]2[C@H:13]([CH3:14])[C@@H:12]([NH:15][C:16]3[N:21]=[CH:20][CH:19]=[CH:18][N:17]=3)[C:11]3[C:6](=[CH:7][CH:8]=[C:9]([C:22]4[CH2:23][CH2:24][NH:25][CH2:26][CH:27]=4)[CH:10]=3)[N:5]2[C:28](=[O:30])[CH3:29])[CH2:3][CH2:2]1.Br[CH2:32][CH2:33][OH:34].CCN(C(C)C)C(C)C, predict the reaction product. The product is: [CH:1]1([C@H:4]2[C@H:13]([CH3:14])[C@@H:12]([NH:15][C:16]3[N:17]=[CH:18][CH:19]=[CH:20][N:21]=3)[C:11]3[C:6](=[CH:7][CH:8]=[C:9]([C:22]4[CH2:23][CH2:24][N:25]([CH2:32][CH2:33][OH:34])[CH2:26][CH:27]=4)[CH:10]=3)[N:5]2[C:28](=[O:30])[CH3:29])[CH2:3][CH2:2]1. (3) The product is: [C:3]([O:5][C@H:2]([CH3:6])[C:3]([OH:5])=[O:4])(=[O:4])[CH3:2]. Given the reactants N[C@@H:2]([CH3:6])[C:3]([OH:5])=[O:4].N([O-])=O.[Na+], predict the reaction product. (4) Given the reactants CC1C=CC(S([C:11]2[N:15]3[CH:16]=[CH:17][N:18]=[C:14]3[S:13][N:12]=2)(=O)=O)=CC=1.Br.[Br:20][CH2:21][CH2:22][NH2:23], predict the reaction product. The product is: [Br:20][CH2:21][CH2:22][NH:23][C:11]1[N:15]2[CH:16]=[CH:17][N:18]=[C:14]2[S:13][N:12]=1. (5) The product is: [CH2:26]([N:23]1[CH2:22][CH2:21][CH:20]([CH2:19][CH2:18][C:15]2[C:14]3[CH:33]=[CH:34][C:11](/[CH:10]=[CH:9]\[C:6]4[CH:5]=[CH:4][C:3]([C:1]#[N:2])=[CH:8][CH:7]=4)=[C:12]([CH2:35][N:36]([CH3:37])[CH3:38])[C:13]=3[O:17][N:16]=2)[CH2:25][CH2:24]1)[C:40]1[CH:45]=[CH:44][CH:43]=[CH:42][CH:41]=1. Given the reactants [C:1]([C:3]1[CH:8]=[CH:7][C:6](/[CH:9]=[CH:10]\[C:11]2[CH:34]=[CH:33][C:14]3[C:15]([CH2:18][CH2:19][CH:20]4[CH2:25][CH2:24][N:23]([C:26](OC(C)(C)C)=O)[CH2:22][CH2:21]4)=[N:16][O:17][C:13]=3[C:12]=2[CH2:35][N:36]([CH3:38])[CH3:37])=[CH:5][CH:4]=1)#[N:2].Cl.[C:40]1(C)[CH:45]=[CH:44][CH:43]=[CH:42][CH:41]=1, predict the reaction product. (6) The product is: [NH2:32][C:14]1[CH:13]=[C:12]([NH:11][C:2](=[O:3])[O:4][C:5]2[CH:10]=[CH:9][CH:8]=[CH:7][CH:6]=2)[C:17]([S:18](=[O:30])(=[O:31])[NH:19][C:20]2[CH:21]=[CH:22][C:23]3[CH2:27][O:26][B:25]([OH:28])[C:24]=3[CH:29]=2)=[N:16][CH:15]=1. Given the reactants Cl[C:2]([O:4][C:5]1[CH:10]=[CH:9][CH:8]=[CH:7][CH:6]=1)=[O:3].[NH2:11][C:12]1[CH:13]=[C:14]([NH:32]C(=O)OCC2C=CC=CC=2)[CH:15]=[N:16][C:17]=1[S:18](=[O:31])(=[O:30])[NH:19][C:20]1[CH:21]=[CH:22][C:23]2[CH2:27][O:26][B:25]([OH:28])[C:24]=2[CH:29]=1, predict the reaction product.